This data is from Forward reaction prediction with 1.9M reactions from USPTO patents (1976-2016). The task is: Predict the product of the given reaction. (1) The product is: [Cl:22][CH2:23][C:24]([NH:15][C:4]1([Cl:27])[CH:3]=[CH:2][N:7]=[C:6]([N:8]2[C:12]([CH3:13])=[CH:11][C:10]([CH3:14])=[N:9]2)[NH:5]1)=[O:25]. Given the reactants Cl[C:2]1[N:7]=[C:6]([N:8]2[C:12]([CH3:13])=[CH:11][C:10]([CH3:14])=[N:9]2)[N:5]=[C:4]([NH2:15])[CH:3]=1.N1C=CC=CC=1.[Cl:22][CH2:23][C:24](Cl)=[O:25].[Cl:27]CCl, predict the reaction product. (2) Given the reactants [CH:1]([CH:3]1[CH2:8][CH2:7][N:6]([C:9]([O:11][C:12]([CH3:15])([CH3:14])[CH3:13])=[O:10])[CH2:5][CH2:4]1)=O.CC(O)=O.[Br:20][C:21]1[CH:26]=[CH:25][C:24]([C@@H:27]2[CH2:29][C@H:28]2[NH2:30])=[CH:23][CH:22]=1.C(O[BH-](OC(=O)C)OC(=O)C)(=O)C.[Na+], predict the reaction product. The product is: [Br:20][C:21]1[CH:22]=[CH:23][C:24]([C@@H:27]2[CH2:29][C@H:28]2[NH:30][CH2:1][CH:3]2[CH2:8][CH2:7][N:6]([C:9]([O:11][C:12]([CH3:15])([CH3:14])[CH3:13])=[O:10])[CH2:5][CH2:4]2)=[CH:25][CH:26]=1. (3) The product is: [OH:26][CH2:25][CH:24]([N:18]1[C:17](=[O:38])[C:16]2[C:21](=[CH:22][CH:23]=[C:14]([N:11]3[CH2:12][CH2:13][NH:8][CH2:9][CH2:10]3)[CH:15]=2)[N:20]=[CH:19]1)[C:31]([OH:33])=[O:32]. Given the reactants C(OC([N:8]1[CH2:13][CH2:12][N:11]([C:14]2[CH:15]=[C:16]3[C:21](=[CH:22][CH:23]=2)[N:20]=[CH:19][N:18]([CH:24]([C:31]([O:33]C(C)(C)C)=[O:32])[CH2:25][O:26]C(C)(C)C)[C:17]3=[O:38])[CH2:10][CH2:9]1)=O)(C)(C)C.FC(F)(F)C(O)=O, predict the reaction product. (4) Given the reactants [CH3:1][O:2][C:3]1[N:8]=[CH:7][N:6]=[C:5]([N:9]2[C:18](=[O:19])[C:17]3[C:12](=[CH:13][C:14]([C:20](O)=[O:21])=[CH:15][CH:16]=3)[NH:11][C:10]2=[S:23])[CH:4]=1.CCN(C(C)C)C(C)C.CN(C(ON1N=NC2C=CC=NC1=2)=[N+](C)C)C.F[P-](F)(F)(F)(F)F.[Cl:57][C:58]1[CH:65]=[CH:64][C:61]([CH2:62][NH2:63])=[CH:60][CH:59]=1, predict the reaction product. The product is: [Cl:57][C:58]1[CH:65]=[CH:64][C:61]([CH2:62][NH:63][C:20]([C:14]2[CH:13]=[C:12]3[C:17]([C:18](=[O:19])[N:9]([C:5]4[CH:4]=[C:3]([O:2][CH3:1])[N:8]=[CH:7][N:6]=4)[C:10](=[S:23])[NH:11]3)=[CH:16][CH:15]=2)=[O:21])=[CH:60][CH:59]=1. (5) Given the reactants [CH:1]([C:3]1[S:4][CH:5]=[C:6]([C:17]2[CH:22]=[CH:21][C:20]([O:23][CH3:24])=[CH:19][CH:18]=2)[C:7]=1[C:8]1[CH:15]=[CH:14][C:11]([C:12]#[N:13])=[CH:10][C:9]=1[CH3:16])=O.[C:25]([CH:30]=P(C1C=CC=CC=1)(C1C=CC=CC=1)C1C=CC=CC=1)([O:27][CH2:28][CH3:29])=[O:26], predict the reaction product. The product is: [C:12]([C:11]1[CH:14]=[CH:15][C:8]([C:7]2[C:6]([C:17]3[CH:22]=[CH:21][C:20]([O:23][CH3:24])=[CH:19][CH:18]=3)=[CH:5][S:4][C:3]=2/[CH:1]=[CH:30]/[C:25]([O:27][CH2:28][CH3:29])=[O:26])=[C:9]([CH3:16])[CH:10]=1)#[N:13]. (6) The product is: [Cl:1][C:2]1[CH:3]=[CH:4][C:5]2[N:11]3[CH:12]=[CH:13][CH:14]=[C:10]3[C@@H:9]([CH2:15][CH2:16][C:17]([N:19]3[CH2:24][CH2:23][CH2:22][C@H:21]([C:25]([OH:27])=[O:26])[CH2:20]3)=[O:18])[O:8][C@H:7]([C:30]3[CH:35]=[CH:34][CH:33]=[C:32]([O:36][CH3:37])[C:31]=3[O:38][CH3:39])[C:6]=2[CH:40]=1. Given the reactants [Cl:1][C:2]1[CH:3]=[CH:4][C:5]2[N:11]3[CH:12]=[CH:13][CH:14]=[C:10]3[C@@H:9]([CH2:15][CH2:16][C:17]([N:19]3[CH2:24][CH2:23][CH2:22][C@H:21]([C:25]([O:27]CC)=[O:26])[CH2:20]3)=[O:18])[O:8][C@H:7]([C:30]3[CH:35]=[CH:34][CH:33]=[C:32]([O:36][CH3:37])[C:31]=3[O:38][CH3:39])[C:6]=2[CH:40]=1, predict the reaction product. (7) Given the reactants CN1CCOCC1.[F:8][C:9]1[C:10]([NH2:24])=[N:11][C:12]([O:15][CH2:16][C:17]2[CH:22]=[CH:21][C:20]([CH3:23])=[CH:19][CH:18]=2)=[N:13][CH:14]=1.[C:25](Cl)(=[O:32])[C:26]1[CH:31]=[CH:30][CH:29]=[CH:28][CH:27]=1, predict the reaction product. The product is: [F:8][C:9]1[C:10]([NH:24][C:25](=[O:32])[C:26]2[CH:31]=[CH:30][CH:29]=[CH:28][CH:27]=2)=[N:11][C:12]([O:15][CH2:16][C:17]2[CH:22]=[CH:21][C:20]([CH3:23])=[CH:19][CH:18]=2)=[N:13][CH:14]=1. (8) Given the reactants [CH2:1]([O:8][C:9]([N:11]1[C@H:20]([C:21](O)=[O:22])[CH2:19][C:18]2[C:13](=[CH:14][CH:15]=[CH:16][CH:17]=2)[CH2:12]1)=[O:10])[C:2]1[CH:7]=[CH:6][CH:5]=[CH:4][CH:3]=1.ClC(N(C)C)=C(C)C.[F:32][C:33]1[CH:38]=[CH:37][CH:36]=[CH:35][C:34]=1[C@H:39]([NH:41][CH2:42][C:43]1[CH:52]=[CH:51][C:46]([C:47]([O:49][CH3:50])=[O:48])=[CH:45][CH:44]=1)[CH3:40].CCN(C(C)C)C(C)C, predict the reaction product. The product is: [F:32][C:33]1[CH:38]=[CH:37][CH:36]=[CH:35][C:34]=1[C@H:39]([N:41]([CH2:42][C:43]1[CH:44]=[CH:45][C:46]([C:47]([O:49][CH3:50])=[O:48])=[CH:51][CH:52]=1)[C:21]([C@@H:20]1[CH2:19][C:18]2[C:13](=[CH:14][CH:15]=[CH:16][CH:17]=2)[CH2:12][N:11]1[C:9]([O:8][CH2:1][C:2]1[CH:7]=[CH:6][CH:5]=[CH:4][CH:3]=1)=[O:10])=[O:22])[CH3:40].